Predict which catalyst facilitates the given reaction. From a dataset of Catalyst prediction with 721,799 reactions and 888 catalyst types from USPTO. Reactant: [CH3:1][NH:2][C:3]1[CH:8]=[CH:7][C:6]([S:9][CH3:10])=[CH:5][C:4]=1[C:11]([F:14])([F:13])[F:12].[F:15][C:16]1[CH:26]=[CH:25][CH:24]=[C:23]([F:27])[C:17]=1[C:18]([N:20]=[C:21]=[O:22])=[O:19]. Product: [F:15][C:16]1[CH:26]=[CH:25][CH:24]=[C:23]([F:27])[C:17]=1[C:18]([NH:20][C:21]([N:2]([CH3:1])[C:3]1[CH:8]=[CH:7][C:6]([S:9][CH3:10])=[CH:5][C:4]=1[C:11]([F:14])([F:12])[F:13])=[O:22])=[O:19]. The catalyst class is: 282.